From a dataset of Peptide-MHC class I binding affinity with 185,985 pairs from IEDB/IMGT. Regression. Given a peptide amino acid sequence and an MHC pseudo amino acid sequence, predict their binding affinity value. This is MHC class I binding data. (1) The peptide sequence is LVDENQSWY. The MHC is HLA-A02:11 with pseudo-sequence HLA-A02:11. The binding affinity (normalized) is 0.0847. (2) The peptide sequence is LNPMHQLLRH. The MHC is HLA-A11:01 with pseudo-sequence HLA-A11:01. The binding affinity (normalized) is 0.00260. (3) The peptide sequence is YLAEGHACL. The MHC is BoLA-T2C with pseudo-sequence BoLA-T2C. The binding affinity (normalized) is 0.820. (4) The peptide sequence is SAVFKDSFL. The MHC is HLA-A68:02 with pseudo-sequence HLA-A68:02. The binding affinity (normalized) is 0.566. (5) The peptide sequence is TWEAWWTEYW. The MHC is HLA-B35:01 with pseudo-sequence HLA-B35:01. The binding affinity (normalized) is 0.119. (6) The peptide sequence is SHEGEGIPL. The MHC is HLA-A02:06 with pseudo-sequence HLA-A02:06. The binding affinity (normalized) is 0.0847. (7) The peptide sequence is RPYGKFRAM. The MHC is HLA-C07:01 with pseudo-sequence HLA-C07:01. The binding affinity (normalized) is 0.0847. (8) The peptide sequence is WRQEIGHPK. The MHC is HLA-B58:01 with pseudo-sequence HLA-B58:01. The binding affinity (normalized) is 0.0847. (9) The peptide sequence is RIEDMFLTSV. The MHC is HLA-A02:01 with pseudo-sequence HLA-A02:01. The binding affinity (normalized) is 0.634. (10) The peptide sequence is LLALQQLEV. The MHC is HLA-A03:01 with pseudo-sequence HLA-A03:01. The binding affinity (normalized) is 0.269.